This data is from Reaction yield outcomes from USPTO patents with 853,638 reactions. The task is: Predict the reaction yield, written as a fraction of the theoretical maximum amount of product (1.0 means a 100% yield; for example, 0.34 means a 34% yield). The reactants are [CH3:1][C:2]1[N:6]=[CH:5][NH:4][N:3]=1.F[C:8]1[CH:13]=[CH:12][C:11]([N+:14]([O-:16])=[O:15])=[CH:10][C:9]=1[F:17].C(=O)(O)[O-].[Na+].O. The catalyst is CS(C)=O. The product is [F:17][C:9]1[CH:10]=[C:11]([N+:14]([O-:16])=[O:15])[CH:12]=[CH:13][C:8]=1[N:4]1[CH:5]=[N:6][C:2]([CH3:1])=[N:3]1. The yield is 0.170.